This data is from Forward reaction prediction with 1.9M reactions from USPTO patents (1976-2016). The task is: Predict the product of the given reaction. (1) Given the reactants [CH3:1][C:2]1([CH3:16])[O:6][CH:5]([CH2:7][O:8][C:9]2[CH:14]=[CH:13][N:12]=[C:11]([NH2:15])[CH:10]=2)[CH2:4][O:3]1.C(O)C.Cl[CH:21]([CH:27]=O)[C:22]([O:24][CH2:25][CH3:26])=[O:23].C(=O)(O)[O-].[Na+], predict the reaction product. The product is: [CH3:1][C:2]1([CH3:16])[O:6][CH:5]([CH2:7][O:8][C:9]2[CH:14]=[CH:13][N:12]3[C:21]([C:22]([O:24][CH2:25][CH3:26])=[O:23])=[CH:27][N:15]=[C:11]3[CH:10]=2)[CH2:4][O:3]1. (2) Given the reactants [CH2:1]([O:8][C:9]1[CH:15]=[C:14]([Br:16])[CH:13]=[CH:12][C:10]=1[NH2:11])[C:2]1[CH:7]=[CH:6][CH:5]=[CH:4][CH:3]=1.[N:17]([O-])=O.[Na+].[Sn](Cl)[Cl:22].[OH-].[Na+], predict the reaction product. The product is: [ClH:22].[CH2:1]([O:8][C:9]1[CH:15]=[C:14]([Br:16])[CH:13]=[CH:12][C:10]=1[NH:11][NH2:17])[C:2]1[CH:3]=[CH:4][CH:5]=[CH:6][CH:7]=1. (3) Given the reactants [OH:1][C:2]1[CH:3]=[C:4]([CH:9]=[C:10]([O:12][C@H:13]2[CH2:17][CH2:16][N:15]([CH3:18])[C:14]2=[O:19])[CH:11]=1)[C:5]([O:7][CH3:8])=[O:6].[N:20]1([C:24]([C:26]2[CH:31]=[CH:30][C:29](F)=[C:28]([Cl:33])[CH:27]=2)=[O:25])[CH2:23][CH2:22][CH2:21]1.C(=O)([O-])[O-].[K+].[K+].C[Si](C=[N+]=[N-])(C)C, predict the reaction product. The product is: [N:20]1([C:24]([C:26]2[CH:31]=[CH:30][C:29]([O:1][C:2]3[CH:3]=[C:4]([CH:9]=[C:10]([O:12][C@H:13]4[CH2:17][CH2:16][N:15]([CH3:18])[C:14]4=[O:19])[CH:11]=3)[C:5]([O:7][CH3:8])=[O:6])=[C:28]([Cl:33])[CH:27]=2)=[O:25])[CH2:23][CH2:22][CH2:21]1. (4) Given the reactants FC(F)(F)C(OC1C(F)=C(F)C(F)=C(F)C=1F)=O.[Cl:19][CH2:20][CH2:21][O:22][C:23]1[CH:32]=[C:31]([O:33][CH2:34][CH2:35][O:36][CH3:37])[CH:30]=[C:29]2[C:24]=1[C:25]([NH:38][C:39]1[CH:43]=[C:42]([CH2:44][C:45]([OH:47])=O)[NH:41][N:40]=1)=[N:26][CH:27]=[N:28]2.N1C=CC=CC=1.[F:54][C:55]1[CH:56]=[C:57]([CH:59]=[CH:60][CH:61]=1)[NH2:58], predict the reaction product. The product is: [Cl:19][CH2:20][CH2:21][O:22][C:23]1[CH:32]=[C:31]([O:33][CH2:34][CH2:35][O:36][CH3:37])[CH:30]=[C:29]2[C:24]=1[C:25]([NH:38][C:39]1[CH:43]=[C:42]([CH2:44][C:45]([NH:58][C:57]3[CH:59]=[CH:60][CH:61]=[C:55]([F:54])[CH:56]=3)=[O:47])[NH:41][N:40]=1)=[N:26][CH:27]=[N:28]2. (5) The product is: [CH3:15][S:16]([O:9][CH2:8][C:6]1[CH:7]=[C:2]([Br:1])[C:3]([C:11]([F:14])([F:12])[F:13])=[CH:4][C:5]=1[F:10])(=[O:18])=[O:17]. Given the reactants [Br:1][C:2]1[C:3]([C:11]([F:14])([F:13])[F:12])=[CH:4][C:5]([F:10])=[C:6]([CH2:8][OH:9])[CH:7]=1.[CH3:15][S:16](Cl)(=[O:18])=[O:17].O, predict the reaction product.